This data is from Forward reaction prediction with 1.9M reactions from USPTO patents (1976-2016). The task is: Predict the product of the given reaction. (1) The product is: [N+:1]([C:8]1[CH:7]=[C:6]2[C:11](=[CH:10][CH:9]=1)[CH:12]1[O:16][CH:5]2[CH2:15][NH:14][CH2:13]1)([O-:4])=[O:2]. Given the reactants [N+:1]([O-:4])(O)=[O:2].[CH:5]12[O:16][CH:12]([CH2:13][NH:14][CH2:15]1)[C:11]1[C:6]2=[CH:7][CH:8]=[CH:9][CH:10]=1.[OH-].[Na+], predict the reaction product. (2) Given the reactants [OH:1][C:2]1[C:10]2[CH:9]=[CH:8][O:7][C:6]=2[C:5]([O:11][CH3:12])=[CH:4][CH:3]=1.Br[CH2:14][C:15]([O:17][CH2:18][CH3:19])=[O:16].C(=O)([O-])[O-].[K+].[K+], predict the reaction product. The product is: [CH3:12][O:11][C:5]1[C:6]2[O:7][CH:8]=[CH:9][C:10]=2[C:2]([O:1][CH2:14][C:15]([O:17][CH2:18][CH3:19])=[O:16])=[CH:3][CH:4]=1.